This data is from Forward reaction prediction with 1.9M reactions from USPTO patents (1976-2016). The task is: Predict the product of the given reaction. (1) Given the reactants [C:1]([O:5][C:6](=[O:29])[C:7]([O:10]/[N:11]=[C:12](/[C:16]1[N:17]=[C:18]([NH:21][C:22]([O:24][C:25]([CH3:28])([CH3:27])[CH3:26])=[O:23])[S:19][CH:20]=1)\[C:13](O)=[O:14])([CH3:9])[CH3:8])([CH3:4])([CH3:3])[CH3:2].Cl.[NH2:31][C@@H:32]1[C:39](=[O:40])[N:38]2[C@@H:33]1[S:34][CH2:35][C:36]([CH2:57][Cl:58])=[C:37]2[C:41]([O:43][CH:44]([C:51]1[CH:56]=[CH:55][CH:54]=[CH:53][CH:52]=1)[C:45]1[CH:50]=[CH:49][CH:48]=[CH:47][CH:46]=1)=[O:42].P(Cl)(Cl)(=O)OC1C=CC=CC=1.CN1CCOCC1, predict the reaction product. The product is: [C:1]([O:5][C:6](=[O:29])[C:7]([O:10]/[N:11]=[C:12](/[C:16]1[N:17]=[C:18]([NH:21][C:22]([O:24][C:25]([CH3:28])([CH3:27])[CH3:26])=[O:23])[S:19][CH:20]=1)\[C:13]([NH:31][C@@H:32]1[C:39](=[O:40])[N:38]2[C@@H:33]1[S:34][CH2:35][C:36]([CH2:57][Cl:58])=[C:37]2[C:41]([O:43][CH:44]([C:45]1[CH:50]=[CH:49][CH:48]=[CH:47][CH:46]=1)[C:51]1[CH:56]=[CH:55][CH:54]=[CH:53][CH:52]=1)=[O:42])=[O:14])([CH3:9])[CH3:8])([CH3:2])([CH3:3])[CH3:4]. (2) Given the reactants [CH2:1]1[C:5]2([CH2:10][C:9](=O)[NH:8][C:7](=O)[CH2:6]2)[CH2:4][CH:3]=[CH:2]1.[H-].[H-].[H-].[H-].[Li+].[Al+3], predict the reaction product. The product is: [CH2:4]1[C:5]2([CH2:10][CH2:9][NH:8][CH2:7][CH2:6]2)[CH2:1][CH:2]=[CH:3]1. (3) Given the reactants [C:1]([O:5][C:6]([NH:8][CH:9]([C:14]([OH:16])=[O:15])[CH2:10][C:11]([OH:13])=O)=[O:7])([CH3:4])([CH3:3])[CH3:2].Cl.CN(C)CCCN=C=NCC, predict the reaction product. The product is: [C:1]([O:5][C:6](=[O:7])[NH:8][CH:9]1[CH2:10][C:11](=[O:13])[O:16][C:14]1=[O:15])([CH3:2])([CH3:3])[CH3:4]. (4) Given the reactants [CH:1]1([C:6]2[CH:11]=[C:10]([CH3:12])[C:9]([N+:13]([O-])=O)=[CH:8][C:7]=2[OH:16])[CH2:5][CH2:4][CH2:3][CH2:2]1, predict the reaction product. The product is: [NH2:13][C:9]1[C:10]([CH3:12])=[CH:11][C:6]([CH:1]2[CH2:5][CH2:4][CH2:3][CH2:2]2)=[C:7]([OH:16])[CH:8]=1. (5) Given the reactants Cl[C:2]1[N:11]=[C:10]([NH:12][C:13]2[CH:18]=[CH:17][C:16]([O:19][CH3:20])=[CH:15][CH:14]=2)[C:9]2[C:4](=[CH:5][CH:6]=[C:7]([C:21]3[O:22][CH:23]=[CH:24][CH:25]=3)[CH:8]=2)[N:3]=1.[CH3:26][O:27][C:28](=[O:43])[CH2:29][CH2:30][C:31]([C:33]1[C:41]2[C:36](=[CH:37][CH:38]=[C:39]([Br:42])[CH:40]=2)[NH:35][CH:34]=1)=[O:32].C([O-])([O-])=O.[K+].[K+].O, predict the reaction product. The product is: [CH3:26][O:27][C:28](=[O:43])[CH2:29][CH2:30][C:31]([C:33]1[C:41]2[C:36](=[CH:37][CH:38]=[C:39]([Br:42])[CH:40]=2)[N:35]([C:2]2[N:11]=[C:10]([NH:12][C:13]3[CH:14]=[CH:15][C:16]([O:19][CH3:20])=[CH:17][CH:18]=3)[C:9]3[C:4](=[CH:5][CH:6]=[C:7]([C:21]4[O:22][CH:23]=[CH:24][CH:25]=4)[CH:8]=3)[N:3]=2)[CH:34]=1)=[O:32]. (6) The product is: [O:11]1[C:10]2[C:5](=[N:6][C:7]([C:12]([O:14][CH3:15])=[O:13])=[CH:8][CH:9]=2)[CH:4]=[CH:3]1. Given the reactants C[Si](C)(C)[C:3]1[O:11][C:10]2[C:5](=[N:6][C:7]([C:12]([O:14][CH3:15])=[O:13])=[CH:8][CH:9]=2)[CH:4]=1.CO.C([O-])([O-])=O.[K+].[K+], predict the reaction product.